Dataset: Reaction yield outcomes from USPTO patents with 853,638 reactions. Task: Predict the reaction yield, written as a fraction of the theoretical maximum amount of product (1.0 means a 100% yield; for example, 0.34 means a 34% yield). (1) The reactants are C(OC([NH:8][C@H:9]([C:13]([O:15][CH2:16][CH2:17][C@@H:18]([C:43]1[C:48]([F:49])=[CH:47][CH:46]=[CH:45][C:44]=1[F:50])[NH:19][C:20]([C@H:22]1[N:26]([S:27]([C:30]2[CH:35]=[CH:34][C:33]([C:36]3[CH:41]=[CH:40][CH:39]=[CH:38][C:37]=3[F:42])=[CH:32][CH:31]=2)(=[O:29])=[O:28])[CH2:25][CH2:24][S:23]1)=[O:21])=[O:14])[CH:10]([CH3:12])[CH3:11])=O)(C)(C)C.Cl.CS(O)(=O)=O. The catalyst is C(Cl)Cl.O1CCOCC1.C1COCC1. The product is [NH2:8][C@H:9]([C:13]([O:15][CH2:16][CH2:17][C@@H:18]([C:43]1[C:44]([F:50])=[CH:45][CH:46]=[CH:47][C:48]=1[F:49])[NH:19][C:20]([C@H:22]1[N:26]([S:27]([C:30]2[CH:35]=[CH:34][C:33]([C:36]3[CH:41]=[CH:40][CH:39]=[CH:38][C:37]=3[F:42])=[CH:32][CH:31]=2)(=[O:28])=[O:29])[CH2:25][CH2:24][S:23]1)=[O:21])=[O:14])[CH:10]([CH3:12])[CH3:11]. The yield is 0.837. (2) The reactants are [NH2:1][C:2]1[C:10]([Cl:11])=[CH:9][C:8]([Cl:12])=[CH:7][C:3]=1[C:4]([OH:6])=O.N1[CH:17]=[CH:16]N=C1.C(Cl)(=O)C.Cl.[NH2:23][CH:24]1[CH2:29][CH2:28][C:27](=[O:30])[NH:26][C:25]1=[O:31].P(OC1C=CC=CC=1)(OC1C=CC=CC=1)OC1C=CC=CC=1. The catalyst is C(#N)C. The product is [Cl:12][C:8]1[CH:7]=[C:3]2[C:2](=[C:10]([Cl:11])[CH:9]=1)[N:1]=[C:16]([CH3:17])[N:23]([CH:24]1[CH2:29][CH2:28][C:27](=[O:30])[NH:26][C:25]1=[O:31])[C:4]2=[O:6]. The yield is 0.580. (3) The reactants are Cl[C:2]1[CH:9]=[CH:8][C:5]([CH:6]=[O:7])=[CH:4][N:3]=1.[Br:10][C:11]1[CH:16]=[CH:15][C:14]([OH:17])=[CH:13][C:12]=1[CH2:18][OH:19].C([O-])([O-])=O.[K+].[K+]. The catalyst is CN(C=O)C. The product is [Br:10][C:11]1[CH:16]=[CH:15][C:14]([O:17][C:2]2[CH:9]=[CH:8][C:5]([CH:6]=[O:7])=[CH:4][N:3]=2)=[CH:13][C:12]=1[CH2:18][OH:19]. The yield is 0.683. (4) The reactants are [NH2:1][C:2]1[N:7]=[CH:6][N:5]=[C:4]([NH:8][C@H:9]([C:11]2[N:16]([C:17]3[CH:22]=[CH:21][CH:20]=[CH:19][CH:18]=3)[C:15](=[O:23])[C:14]3=[C:24](C)[CH:25]=[CH:26][N:13]3[N:12]=2)[CH3:10])[C:3]=1I.CC1(C)C(C)(C)OB([C:37]2[CH:38]=[CH:39][C:40]([NH2:43])=[N:41][CH:42]=2)O1.C(=O)([O-])[O-].[Na+].[Na+]. The catalyst is O1CCOCC1.C(OCC)(=O)C. The product is [NH2:1][C:2]1[N:7]=[CH:6][N:5]=[C:4]([NH:8][C@H:9]([C:11]2[N:16]([C:17]3[CH:22]=[CH:21][CH:20]=[CH:19][CH:18]=3)[C:15](=[O:23])[C:14]3=[CH:24][CH:25]=[CH:26][N:13]3[N:12]=2)[CH3:10])[C:3]=1[C:37]1[CH:42]=[N:41][C:40]([NH2:43])=[CH:39][CH:38]=1. The yield is 0.300. (5) The reactants are [F:1][C:2]([CH:14]1[CH2:19][CH2:18][NH:17][CH2:16][CH2:15]1)([S:4]([C:7]1[CH:12]=[CH:11][CH:10]=[C:9]([F:13])[CH:8]=1)(=[O:6])=[O:5])[CH3:3].[N:20]1[CH:25]=[CH:24][C:23]([CH2:26][C:27]([O-])=[O:28])=[CH:22][N:21]=1.[Na+].C(N(CC)CC)C.CN(C(ON1N=NC2C=CC=NC1=2)=[N+](C)C)C.F[P-](F)(F)(F)(F)F. The catalyst is CN(C=O)C.CCOC(C)=O.O. The product is [F:1][C:2]([CH:14]1[CH2:19][CH2:18][N:17]([C:27](=[O:28])[CH2:26][C:23]2[CH:24]=[CH:25][N:20]=[N:21][CH:22]=2)[CH2:16][CH2:15]1)([S:4]([C:7]1[CH:12]=[CH:11][CH:10]=[C:9]([F:13])[CH:8]=1)(=[O:6])=[O:5])[CH3:3]. The yield is 0.420.